Dataset: Peptide-MHC class I binding affinity with 185,985 pairs from IEDB/IMGT. Task: Regression. Given a peptide amino acid sequence and an MHC pseudo amino acid sequence, predict their binding affinity value. This is MHC class I binding data. The peptide sequence is ILGPPGSVY. The MHC is HLA-B07:02 with pseudo-sequence HLA-B07:02. The binding affinity (normalized) is 0.0380.